This data is from Peptide-MHC class I binding affinity with 185,985 pairs from IEDB/IMGT. The task is: Regression. Given a peptide amino acid sequence and an MHC pseudo amino acid sequence, predict their binding affinity value. This is MHC class I binding data. (1) The peptide sequence is LPIDKCSRI. The MHC is HLA-A01:01 with pseudo-sequence HLA-A01:01. The binding affinity (normalized) is 0.0847. (2) The peptide sequence is RTEILGLVK. The MHC is HLA-A02:06 with pseudo-sequence HLA-A02:06. The binding affinity (normalized) is 0.459. (3) The peptide sequence is IEEQVNKTM. The MHC is HLA-B53:01 with pseudo-sequence HLA-B53:01. The binding affinity (normalized) is 0.213.